The task is: Regression/Classification. Given a drug SMILES string, predict its absorption, distribution, metabolism, or excretion properties. Task type varies by dataset: regression for continuous measurements (e.g., permeability, clearance, half-life) or binary classification for categorical outcomes (e.g., BBB penetration, CYP inhibition). For this dataset (caco2_wang), we predict Y.. This data is from Caco-2 cell permeability data measuring drug intestinal absorption for ~900 compounds. (1) The molecule is CCCCCCCC/C=C\CCCCCCCC(=O)OCC/C=C/c1ccc(OC)c(OC)c1. The Y is -5.01 log Papp (cm/s). (2) The molecule is Cc1ccc(C(F)(F)CNc2ccc(C#N)c(CC(=O)NCCONC(=N)N)c2F)nc1. The Y is -6.19 log Papp (cm/s). (3) The drug is O=C(NC1(C(=O)N[C@H](Cc2ccccc2)C(=O)NC2CCN(CC3CCOCC3)CC2)CCCC1)c1cc2ccccc2s1. The Y is -5.07 log Papp (cm/s). (4) The molecule is NC(N)=NC(=O)c1nc(Cl)c(N)nc1N. The Y is -5.56 log Papp (cm/s).